This data is from Catalyst prediction with 721,799 reactions and 888 catalyst types from USPTO. The task is: Predict which catalyst facilitates the given reaction. (1) Reactant: [CH2:1]([NH2:8])[C:2]1[CH:7]=[CH:6][CH:5]=[CH:4][CH:3]=1.[CH:9]1([NH:12][C:13]([C:15]2[CH:16]=[C:17]([F:39])[C:18]([CH3:38])=[C:19]([C:21]3[CH:26]=[CH:25][C:24]([C:27](O)=[O:28])=[CH:23][C:22]=3[C:30]([NH:32][C:33]3[S:34][CH:35]=[CH:36][N:37]=3)=[O:31])[CH:20]=2)=[O:14])[CH2:11][CH2:10]1.Cl.CN(C)CCCN=C=NCC.CCOC(C)=O. Product: [CH:9]1([NH:12][C:13]([C:15]2[CH:20]=[C:19]([C:21]3[C:22]([C:30]([NH:32][C:33]4[S:34][CH:35]=[CH:36][N:37]=4)=[O:31])=[CH:23][C:24]([C:27]([NH:8][CH2:1][C:2]4[CH:7]=[CH:6][CH:5]=[CH:4][CH:3]=4)=[O:28])=[CH:25][CH:26]=3)[C:18]([CH3:38])=[C:17]([F:39])[CH:16]=2)=[O:14])[CH2:10][CH2:11]1. The catalyst class is: 119. (2) The catalyst class is: 4. Product: [NH2:17][C:16]1[CH:15]=[CH:14][C:11]([C:12]#[N:13])=[CH:10][C:9]=1[F:8]. Reactant: FC(F)(F)C(O)=O.[F:8][C:9]1[CH:10]=[C:11]([CH:14]=[CH:15][C:16]=1[NH:17]CC1C=CC(OC)=CC=1)[C:12]#[N:13].C(=O)([O-])O.[Na+]. (3) Product: [CH2:27]([N:34]([CH2:35][CH:36]1[CH2:45][CH:44]([O:46][Si:47]([C:50]([CH3:53])([CH3:52])[CH3:51])([CH3:48])[CH3:49])[C:43]2[C:38](=[CH:39][CH:40]=[CH:41][CH:42]=2)[O:37]1)[CH2:2][CH2:3][CH2:4][CH2:5][N:6]1[C:10](=[O:11])[C:9]2[CH:12]=[CH:13][CH:14]=[CH:15][C:8]=2[S:7]1(=[O:17])=[O:16])[C:28]1[CH:29]=[CH:30][CH:31]=[CH:32][CH:33]=1. Reactant: Br[CH2:2][CH2:3][CH2:4][CH2:5][N:6]1[C:10](=[O:11])[C:9]2[CH:12]=[CH:13][CH:14]=[CH:15][C:8]=2[S:7]1(=[O:17])=[O:16].C(N(C(C)C)C(C)C)C.[CH2:27]([NH:34][CH2:35][CH:36]1[CH2:45][CH:44]([O:46][Si:47]([C:50]([CH3:53])([CH3:52])[CH3:51])([CH3:49])[CH3:48])[C:43]2[C:38](=[CH:39][CH:40]=[CH:41][CH:42]=2)[O:37]1)[C:28]1[CH:33]=[CH:32][CH:31]=[CH:30][CH:29]=1.O. The catalyst class is: 60. (4) Reactant: [O:1]=[C:2]([CH2:6][CH2:7][C:8]([OH:10])=[O:9])[C:3]([OH:5])=[O:4].[H-].[Na+].[Na].[CH2:14](Br)[CH2:15][CH2:16][CH2:17][CH2:18][CH2:19][CH2:20][CH2:21][CH2:22][CH2:23][CH2:24][CH3:25]. Product: [CH2:25]([O:4][C:3](=[O:5])[C:2](=[O:1])[CH2:6][CH2:7][C:8]([OH:10])=[O:9])[CH2:24][CH2:23][CH2:22][CH2:21][CH2:20][CH2:19][CH2:18][CH2:17][CH2:16][CH2:15][CH3:14]. The catalyst class is: 4. (5) Reactant: [NH2:1][C:2]1[N:7]=[C:6](Cl)[CH:5]=[CH:4][N:3]=1.[Br:9][C:10]1[CH:11]=[C:12]2[C:16](=[CH:17][CH:18]=1)[NH:15][CH:14]=[CH:13]2.C([O-])([O-])=O.[Cs+].[Cs+]. Product: [Br:9][C:10]1[CH:11]=[C:12]2[C:16](=[CH:17][CH:18]=1)[N:15]([C:6]1[CH:5]=[CH:4][N:3]=[C:2]([NH2:1])[N:7]=1)[CH:14]=[CH:13]2. The catalyst class is: 179. (6) Reactant: [C:1]([S:5]([C:8]1[CH:15]=[CH:14][CH:13]=[CH:12][C:9]=1[C:10]#[N:11])(=[O:7])=[O:6])([CH3:4])([CH3:3])[CH3:2].S(C)C.[ClH:19]. Product: [ClH:19].[C:1]([S:5]([C:8]1[CH:15]=[CH:14][CH:13]=[CH:12][C:9]=1[CH2:10][NH2:11])(=[O:7])=[O:6])([CH3:4])([CH3:3])[CH3:2]. The catalyst class is: 1. (7) Reactant: Br[C:2]1[CH:3]=[C:4]([CH:8]([NH:14][C:15]([C@@H:17]2[CH2:22][CH2:21][CH2:20][N:19]([C:23](=[O:39])[CH2:24][CH2:25][CH:26]3[CH2:31][CH2:30][N:29]([C:32]([O:34][C:35]([CH3:38])([CH3:37])[CH3:36])=[O:33])[CH2:28][CH2:27]3)[CH2:18]2)=[O:16])[CH2:9][C:10]([O:12][CH3:13])=[O:11])[CH:5]=[N:6][CH:7]=1.[Cl:40][C:41]1[CH:46]=[CH:45][C:44](B(O)O)=[CH:43][C:42]=1[N+:50]([O-:52])=[O:51].[F-].[K+]. Product: [Cl:40][C:41]1[CH:46]=[CH:45][C:44]([C:2]2[CH:3]=[C:4]([CH:8]([NH:14][C:15]([C@@H:17]3[CH2:22][CH2:21][CH2:20][N:19]([C:23](=[O:39])[CH2:24][CH2:25][CH:26]4[CH2:27][CH2:28][N:29]([C:32]([O:34][C:35]([CH3:36])([CH3:38])[CH3:37])=[O:33])[CH2:30][CH2:31]4)[CH2:18]3)=[O:16])[CH2:9][C:10]([O:12][CH3:13])=[O:11])[CH:5]=[N:6][CH:7]=2)=[CH:43][C:42]=1[N+:50]([O-:52])=[O:51]. The catalyst class is: 460. (8) Reactant: [Cl:1][C:2]1[CH:15]=[CH:14][C:5]2[S:6][C:7]([S:10](Cl)(=[O:12])=[O:11])=[C:8]([CH3:9])[C:4]=2[CH:3]=1.[CH3:16][N:17]1[CH2:22][CH2:21][CH:20]([C:23]2[C:31]3[C:26](=[CH:27][CH:28]=[C:29]([NH2:32])[CH:30]=3)[NH:25][N:24]=2)[CH2:19][CH2:18]1. Product: [CH3:16][N:17]1[CH2:18][CH2:19][CH:20]([C:23]2[C:31]3[C:26](=[CH:27][CH:28]=[C:29]([NH:32][S:10]([C:7]4[S:6][C:5]5[CH:14]=[CH:15][C:2]([Cl:1])=[CH:3][C:4]=5[C:8]=4[CH3:9])(=[O:12])=[O:11])[CH:30]=3)[NH:25][N:24]=2)[CH2:21][CH2:22]1. The catalyst class is: 9. (9) Reactant: ClC1C(NC2C=C(OC)NN=2)=NC([NH:8][C@H:9]([C:11]2[N:16]=[CH:15][C:14]([F:17])=[CH:13][N:12]=2)[CH3:10])=NC=1.Cl[C:27]1[N:32]=[C:31]([NH:33][C:34]2[CH:38]=[C:37]([O:39][CH3:40])[NH:36][N:35]=2)[C:30]([F:41])=[C:29]([N:42]2[CH2:47][CH2:46][O:45][CH2:44][CH2:43]2)[N:28]=1.CCN(C(C)C)C(C)C. Product: [F:41][C:30]1[C:31]([NH:33][C:34]2[CH:38]=[C:37]([O:39][CH3:40])[NH:36][N:35]=2)=[N:32][C:27]([NH:8][C@H:9]([C:11]2[N:16]=[CH:15][C:14]([F:17])=[CH:13][N:12]=2)[CH3:10])=[N:28][C:29]=1[N:42]1[CH2:47][CH2:46][O:45][CH2:44][CH2:43]1. The catalyst class is: 114.